Dataset: Experimentally validated miRNA-target interactions with 360,000+ pairs, plus equal number of negative samples. Task: Binary Classification. Given a miRNA mature sequence and a target amino acid sequence, predict their likelihood of interaction. (1) The miRNA is hsa-miR-548t-3p with sequence AAAAACCACAAUUACUUUUGCACCA. The protein sequence of the target gene is MSSNSFPYNEQSGGGEATELGQEATSTISPSGAFGLFSSDLKKNEDLKQMLESNKDSAKLDAMKRIVGMIAKGKNASELFPAVVKNVASKNIEIKKLVYVYLVRYAEEQQDLALLSISTFQRALKDPNQLIRASALRVLSSIRVPIIVPIMMLAIKEASADLSPYVRKNAAHAIQKLYSLDPEQKEMLIEVIEKLLKDKSTLVAGSVVMAFEEVCPDRIDLIHKNYRKLCNLLVDVEEWGQVVIIHMLTRYARTQFVSPWKEGDELEDNGKNFYESDDDQKEKTDKKKKPYTMDPDHRLL.... Result: 1 (interaction). (2) The miRNA is hsa-miR-7152-5p with sequence UUUCCUGUCCUCCAACCAGACC. The protein sequence of the target gene is MGGPRGAGWVAAGLLLGAGACYCIYRLTRGRRRGDRELGIRSSKSAGALEEGTSEGQLCGRSARPQTGGTWESQWSKTSQPEDLTDGSYDDVLNAEQLQKLLYLLESTEDPVIIERALITLGNNAAFSVNQAIIRELGGIPIVANKINHSNQSIKEKALNALNNLSVNVENQIKIKIYISQVCEDVFSGPLNSAVQLAGLTLLTNMTVTNDHQHMLHSYITDLFQVLLTGNGNTKVQVLKLLLNLSENPAMTEGLLRAQVDSSFLSLYDSHVAKEILLRVLTLFQNIKNCLKIEGHLAVQ.... Result: 1 (interaction). (3) The miRNA is hsa-miR-129-5p with sequence CUUUUUGCGGUCUGGGCUUGC. The protein sequence of the target gene is MESSKKMDSPGALQTNPPLKLHTDRSAGTPVFVPEQGGYKEKFVKTVEDKYKCEKCHLVLCSPKQTECGHRFCESCMAALLSSSSPKCTACQESIVKDKVFKDNCCKREILALQIYCRNESRGCAEQLMLGHLLVHLKNDCHFEELPCVRPDCKEKVLRKDLRDHVEKACKYREATCSHCKSQVPMIALQKHEDTDCPCVVVSCPHKCSVQTLLRSELSAHLSECVNAPSTCSFKRYGCVFQGTNQQIKAHEASSAVQHVNLLKEWSNSLEKKVSLLQNESVEKNKSIQSLHNQICSFEI.... Result: 1 (interaction). (4) The miRNA is hsa-miR-3135b with sequence GGCUGGAGCGAGUGCAGUGGUG. The protein sequence of the target gene is MKRPKEPSGSDGESDGPIDVGQEGQLSQMARPLSTPSSSQMQARKKHRGIIEKRRRDRINSSLSELRRLVPTAFEKQGSSKLEKAEVLQMTVDHLKMLHATGGTGFFDARALAVDFRSIGFRECLTEVIRYLGVLEGPSSRADPVRIRLLSHLNSYAAEMEPSPTPTGPLAFPAWPWSFFHSCPGLPALSNQLAILGRVPSPVLPGVSSPAYPIPALRTAPLRRATGIILPARRNVLPSRGASSTRRARPLERPATPVPVAPSSRAARSSHIAPLLQSSSPTPPGPTGSAAYVAVPTPNS.... Result: 1 (interaction).